From a dataset of Forward reaction prediction with 1.9M reactions from USPTO patents (1976-2016). Predict the product of the given reaction. (1) Given the reactants Cl.[NH:2]1[C:6]2[CH:7]=[CH:8][CH:9]=[CH:10][C:5]=2[N:4]=[C:3]1[C@H:11]([NH2:21])[CH2:12][C:13]1[CH:18]=[CH:17][C:16]([O:19][CH3:20])=[CH:15][CH:14]=1.[CH2:22]1[C:30]2[C:25](=[CH:26][CH:27]=[CH:28][CH:29]=2)[CH2:24][CH:23]1[NH2:31].[C:32](O)(C(F)(F)F)=[O:33], predict the reaction product. The product is: [NH:2]1[C:6]2[CH:7]=[CH:8][CH:9]=[CH:10][C:5]=2[N:4]=[C:3]1[C@H:11]([NH:21][C:32]([NH:31][CH:23]1[CH2:24][C:25]2[C:30](=[CH:29][CH:28]=[CH:27][CH:26]=2)[CH2:22]1)=[O:33])[CH2:12][C:13]1[CH:18]=[CH:17][C:16]([O:19][CH3:20])=[CH:15][CH:14]=1. (2) The product is: [Si:19]([O:9][CH2:8][C:3]1[CH:4]=[N:5][CH:6]=[CH:7][C:2]=1[NH2:1])([C:15]([CH3:18])([CH3:17])[CH3:16])([CH3:22])[CH3:21]. Given the reactants [NH2:1][C:2]1[CH:7]=[CH:6][N:5]=[CH:4][C:3]=1[CH2:8][OH:9].N1C=CN=C1.[C:15]([Si:19]([CH3:22])([CH3:21])Cl)([CH3:18])([CH3:17])[CH3:16], predict the reaction product.